Dataset: Reaction yield outcomes from USPTO patents with 853,638 reactions. Task: Predict the reaction yield, written as a fraction of the theoretical maximum amount of product (1.0 means a 100% yield; for example, 0.34 means a 34% yield). (1) The reactants are [NH2:1][C:2]1[C:10]2[N:9]=[CH:8][N:7]([C:11]3[CH:22]=[CH:21][C:14]([C:15]([NH:17][CH:18]4[CH2:20][CH2:19]4)=[O:16])=[C:13]([CH3:23])[CH:12]=3)[C:6]=2[CH:5]=[C:4]([Br:24])[CH:3]=1.[F:25][C:26]([F:31])([F:30])[CH2:27][CH:28]=O.C(O[BH-](OC(=O)C)OC(=O)C)(=O)C.[Na+].C(O)(=O)C. The catalyst is ClCCCl.C(Cl)Cl.O. The product is [Br:24][C:4]1[CH:3]=[C:2]([NH:1][CH2:28][CH2:27][C:26]([F:31])([F:30])[F:25])[C:10]2[N:9]=[CH:8][N:7]([C:11]3[CH:22]=[CH:21][C:14]([C:15]([NH:17][CH:18]4[CH2:19][CH2:20]4)=[O:16])=[C:13]([CH3:23])[CH:12]=3)[C:6]=2[CH:5]=1. The yield is 0.500. (2) The reactants are [Br:1][C:2]1[CH:3]=[C:4](S(O)(=O)=O)[C:5]([C:8]2[CH:13]=[CH:12][CH:11]=[CH:10][CH:9]=2)=[CH:6][CH:7]=1.[S:18]([Cl:21])(Cl)=[O:19].CN(C=[O:26])C. No catalyst specified. The product is [Br:1][C:2]1[CH:7]=[CH:6][C:5]([C:8]2[CH:9]=[CH:10][C:11]([S:18]([Cl:21])(=[O:19])=[O:26])=[CH:12][CH:13]=2)=[CH:4][CH:3]=1. The yield is 0.780.